This data is from Cav3 T-type calcium channel HTS with 100,875 compounds. The task is: Binary Classification. Given a drug SMILES string, predict its activity (active/inactive) in a high-throughput screening assay against a specified biological target. The molecule is Clc1c(NC(=O)C2C(CCCC2)C(O)=O)ccc(Cl)c1. The result is 0 (inactive).